From a dataset of Retrosynthesis with 50K atom-mapped reactions and 10 reaction types from USPTO. Predict the reactants needed to synthesize the given product. (1) Given the product CN1CCN(CC(=O)Nc2ccc3c(c2)OCCc2cc(C(=O)N(C)c4ccccc4Cl)sc2-3)CC1, predict the reactants needed to synthesize it. The reactants are: CN(C(=O)c1cc2c(s1)-c1ccc(NC(=O)CCl)cc1OCC2)c1ccccc1Cl.CN1CCNCC1. (2) Given the product N#Cc1cn(Nc2c(Cl)cc(Cl)cc2Cl)c(=O)[nH]c1=O, predict the reactants needed to synthesize it. The reactants are: CCOC(=O)NC(=O)C(C#N)=CNNc1c(Cl)cc(Cl)cc1Cl. (3) Given the product COc1cc[nH]c1/C=C1\C(=O)Nc2ccc(NC(=O)Cc3cccs3)c(-c3ccccc3)c21, predict the reactants needed to synthesize it. The reactants are: COc1cc[nH]c1/C=C1\C(=O)Nc2ccc(N)c(-c3ccccc3)c21.O=C(Cl)Cc1cccs1.